Task: Regression. Given a peptide amino acid sequence and an MHC pseudo amino acid sequence, predict their binding affinity value. This is MHC class I binding data.. Dataset: Peptide-MHC class I binding affinity with 185,985 pairs from IEDB/IMGT (1) The peptide sequence is RVNKGTGVK. The MHC is HLA-A30:01 with pseudo-sequence HLA-A30:01. The binding affinity (normalized) is 0.754. (2) The peptide sequence is NGDVVAIDY. The MHC is HLA-A24:02 with pseudo-sequence HLA-A24:02. The binding affinity (normalized) is 0. (3) The peptide sequence is VQPQNGQFI. The MHC is H-2-Kb with pseudo-sequence H-2-Kb. The binding affinity (normalized) is 0.0352. (4) The peptide sequence is TVYPKTHYV. The MHC is HLA-A69:01 with pseudo-sequence HLA-A69:01. The binding affinity (normalized) is 0.772.